From a dataset of KCNQ2 potassium channel screen with 302,405 compounds. Binary Classification. Given a drug SMILES string, predict its activity (active/inactive) in a high-throughput screening assay against a specified biological target. (1) The molecule is S(=O)(=O)(NCc1ccccc1)c1cc(C(=O)N(CCC)CC(=O)Nc2c(OC)cccc2)c(cc1)C. The result is 0 (inactive). (2) The drug is Brc1ccc(c2c(c(sc2)NC(=O)c2c(F)cccc2)C(O)=O)cc1. The result is 1 (active). (3) The drug is O1C2(CCCCC2)C(N2CCN(CC2)C)=CC1=O. The result is 0 (inactive). (4) The compound is S(=O)(=O)(Nc1noc(c1)C)c1ccc(NC(=O)Cc2ccc(OC)cc2)cc1. The result is 0 (inactive). (5) The drug is O=C(Nc1c(cc(OC)c(OC)c1)C(O)=O)C(CC)CC. The result is 0 (inactive).